This data is from Full USPTO retrosynthesis dataset with 1.9M reactions from patents (1976-2016). The task is: Predict the reactants needed to synthesize the given product. (1) Given the product [CH3:12][O:13][C:2]1[CH:10]=[CH:9][C:5]([C:6]([OH:8])=[O:7])=[C:4]([Cl:11])[CH:3]=1, predict the reactants needed to synthesize it. The reactants are: F[C:2]1[CH:10]=[CH:9][C:5]([C:6]([OH:8])=[O:7])=[C:4]([Cl:11])[CH:3]=1.[CH3:12][O-:13].[Na+].Cl. (2) Given the product [CH3:17][S:14]([C:11]1[CH:10]=[CH:9][C:8]([C@H:6]2[O:7][C:27]([C:29]3[CH:34]=[CH:33][CH:32]=[CH:31][CH:30]=3)=[N:18][C@@H:5]2[CH2:4][OH:19])=[CH:13][CH:12]=1)(=[O:15])=[O:16], predict the reactants needed to synthesize it. The reactants are: C(O[C:4](=[O:19])[C@@H:5]([NH2:18])[C@@H:6]([C:8]1[CH:13]=[CH:12][C:11]([S:14]([CH3:17])(=[O:16])=[O:15])=[CH:10][CH:9]=1)[OH:7])C.[BH4-].[K+].Cl.[OH-].[Na+].N[C@H](CO)[C@@H:27]([C:29]1[CH:34]=[CH:33][C:32](S(C)(=O)=O)=[CH:31][CH:30]=1)O.Cl.C(OC(C1C=CC=CC=1)=N)C. (3) Given the product [NH:17]1[CH:18]=[CH:19][N:15]=[C:16]1[CH2:48][C@@H:49]([C:42]1[CH:43]=[CH:44][CH:45]=[CH:46][CH:47]=1)[O:13][C:12]1[C:4]([CH2:1][CH:2]=[CH2:3])=[C:5]2[C:9](=[CH:10][CH:11]=1)[C:8](=[O:14])[CH2:7][CH2:6]2, predict the reactants needed to synthesize it. The reactants are: [CH2:1]([C:4]1[C:12]([OH:13])=[CH:11][CH:10]=[C:9]2[C:5]=1[CH2:6][CH2:7][C:8]2=[O:14])[CH:2]=[CH2:3].[N:15]1(C[C@@H](C2C=CC=CC=2)O)[CH:19]=[CH:18][N:17]=[CH:16]1.[C:42]1(P([C:42]2[CH:47]=[CH:46][CH:45]=[CH:44][CH:43]=2)[C:42]2[CH:47]=[CH:46][CH:45]=[CH:44][CH:43]=2)[CH:47]=[CH:46][CH:45]=[CH:44][CH:43]=1.[CH3:48][CH2:49]OC(/N=N/C(OCC)=O)=O. (4) Given the product [CH3:8][N:9]([CH3:14])[S:10]([N:44]1[CH2:43][CH2:42][CH:41]([C:37]2[N:36]=[CH:35][C:34]([NH:33][C:31]([C:17]3[CH:18]=[N:19][N:20]([C:21]4[CH:26]=[CH:25][C:24]([C:27]([F:30])([F:29])[F:28])=[CH:23][N:22]=4)[C:16]=3[CH3:15])=[O:32])=[CH:39][C:38]=2[CH3:40])[CH2:46][CH2:45]1)(=[O:12])=[O:11], predict the reactants needed to synthesize it. The reactants are: C(N(CC)CC)C.[CH3:8][N:9]([CH3:14])[S:10](Cl)(=[O:12])=[O:11].[CH3:15][C:16]1[N:20]([C:21]2[CH:26]=[CH:25][C:24]([C:27]([F:30])([F:29])[F:28])=[CH:23][N:22]=2)[N:19]=[CH:18][C:17]=1[C:31]([NH:33][C:34]1[CH:35]=[N:36][C:37]([CH:41]2[CH2:46][CH2:45][NH:44][CH2:43][CH2:42]2)=[C:38]([CH3:40])[CH:39]=1)=[O:32].ClCCl. (5) Given the product [Cl:1][C:2]1[C:7]([NH:8][S:9]([CH2:12][CH2:13][CH3:14])(=[O:10])=[O:11])=[CH:6][CH:5]=[C:4]([F:24])[C:3]=1[NH:25][C:26]([C:28]1[C:32]2[N:33]=[CH:34][N:35]=[C:36]([NH:37][O:38][CH3:39])[C:31]=2[S:30][CH:29]=1)=[O:27], predict the reactants needed to synthesize it. The reactants are: [Cl:1][C:2]1[C:7]([N:8](CC2C=CC(OC)=CC=2)[S:9]([CH2:12][CH2:13][CH3:14])(=[O:11])=[O:10])=[CH:6][CH:5]=[C:4]([F:24])[C:3]=1[NH:25][C:26]([C:28]1[C:32]2[N:33]=[CH:34][N:35]=[C:36]([NH:37][O:38][CH3:39])[C:31]=2[S:30][CH:29]=1)=[O:27].ClC1C(N(CC2C=CC(OC)=CC=2)S(CCC)(=O)=O)=CC=C(F)C=1NC(C1C2N=CN=C(C)C=2SC=1)=O.ClCCl.FC(F)(F)C(O)=O.